From a dataset of Forward reaction prediction with 1.9M reactions from USPTO patents (1976-2016). Predict the product of the given reaction. Given the reactants [CH2:1]([CH:4]1[C@@:9]([CH2:20][F:21])([C:10]2[CH:15]=[C:14]([N+:16]([O-:18])=[O:17])[CH:13]=[CH:12][C:11]=2[F:19])[N:8]=[C:7]([N:22]([C:30]([O:32][C:33]([CH3:36])([CH3:35])[CH3:34])=[O:31])[C:23](=[O:29])[O:24][C:25]([CH3:28])([CH3:27])[CH3:26])[C:6]([CH3:38])([CH3:37])[S:5]1(=[O:40])=[O:39])[CH:2]=[CH2:3].C(=O)(O)[O-:42].[Na+].O=O.[BH4-].[Na+], predict the reaction product. The product is: [C:25]([O:24][C:23]([N:22]([C:7]1[C:6]([CH3:38])([CH3:37])[S:5](=[O:39])(=[O:40])[CH:4]([CH2:1][CH2:2][CH2:3][OH:42])[C@@:9]([CH2:20][F:21])([C:10]2[CH:15]=[C:14]([N+:16]([O-:18])=[O:17])[CH:13]=[CH:12][C:11]=2[F:19])[N:8]=1)[C:30](=[O:31])[O:32][C:33]([CH3:36])([CH3:35])[CH3:34])=[O:29])([CH3:28])([CH3:27])[CH3:26].